This data is from Reaction yield outcomes from USPTO patents with 853,638 reactions. The task is: Predict the reaction yield, written as a fraction of the theoretical maximum amount of product (1.0 means a 100% yield; for example, 0.34 means a 34% yield). (1) The reactants are [CH3:1][S:2]([N:5]1[CH2:9][C@H:8]([S:10][C:11]([C:24]2[CH:29]=[CH:28][CH:27]=[CH:26][CH:25]=2)([C:18]2[CH:23]=[CH:22][CH:21]=[CH:20][CH:19]=2)[C:12]2[CH:17]=[CH:16][CH:15]=[CH:14][CH:13]=2)[CH2:7][C@H:6]1[C:30](O)=[O:31])(=[O:4])=[O:3].C(Cl)(=O)C(Cl)=O.C[Si]([CH:43]=[N+:44]=[N-:45])(C)C. The catalyst is C(Cl)Cl.CN(C=O)C.CCCCCC. The product is [N+:44](=[CH:43][C:30]([C@@H:6]1[CH2:7][C@@H:8]([S:10][C:11]([C:12]2[CH:13]=[CH:14][CH:15]=[CH:16][CH:17]=2)([C:24]2[CH:25]=[CH:26][CH:27]=[CH:28][CH:29]=2)[C:18]2[CH:23]=[CH:22][CH:21]=[CH:20][CH:19]=2)[CH2:9][N:5]1[S:2]([CH3:1])(=[O:3])=[O:4])=[O:31])=[N-:45]. The yield is 0.480. (2) The reactants are Br[C:2]1[N:3]=[CH:4][N:5]([C:7]([C:20]2[CH:25]=[CH:24][CH:23]=[CH:22][CH:21]=2)([C:14]2[CH:19]=[CH:18][CH:17]=[CH:16][CH:15]=2)[C:8]2[CH:13]=[CH:12][CH:11]=[CH:10][CH:9]=2)[CH:6]=1.[C:26]([C:28]1[CH:29]=[C:30](B(O)O)[CH:31]=[CH:32][CH:33]=1)#[N:27].COCCOC.C(=O)([O-])[O-].[Na+].[Na+]. The catalyst is ClCCl.C1C=CC([P]([Pd]([P](C2C=CC=CC=2)(C2C=CC=CC=2)C2C=CC=CC=2)([P](C2C=CC=CC=2)(C2C=CC=CC=2)C2C=CC=CC=2)[P](C2C=CC=CC=2)(C2C=CC=CC=2)C2C=CC=CC=2)(C2C=CC=CC=2)C2C=CC=CC=2)=CC=1. The product is [C:26]([C:28]1[CH:33]=[C:32]([C:2]2[N:3]=[CH:4][N:5]([C:7]([C:8]3[CH:9]=[CH:10][CH:11]=[CH:12][CH:13]=3)([C:14]3[CH:19]=[CH:18][CH:17]=[CH:16][CH:15]=3)[C:20]3[CH:21]=[CH:22][CH:23]=[CH:24][CH:25]=3)[CH:6]=2)[CH:31]=[CH:30][CH:29]=1)#[N:27]. The yield is 0.340. (3) The reactants are [F:1][C:2]1[CH:3]=[CH:4][C:5]([N+:18]([O-:20])=O)=[C:6]([C:8]2[C:9]([C:14](OC)=[O:15])=[CH:10][CH:11]=[CH:12][CH:13]=2)[CH:7]=1.[H][H]. The yield is 0.980. The product is [F:1][C:2]1[CH:3]=[CH:4][C:5]2[N:18]([OH:20])[C:14](=[O:15])[C:9]3[C:8](=[CH:13][CH:12]=[CH:11][CH:10]=3)[C:6]=2[CH:7]=1. The catalyst is CO.[Pd]. (4) The reactants are [NH:1]1[CH2:6][CH2:5][O:4][CH2:3][CH2:2]1.[O:7]1[CH:9]([CH2:10][C:11]([F:23])([F:22])[C:12]([F:21])([F:20])[C:13]([F:19])([F:18])[C:14]([F:17])([F:16])[F:15])[CH2:8]1. No catalyst specified. The product is [O:4]1[CH2:5][CH2:6][N:1]([CH2:8][CH:9]([OH:7])[CH2:10][C:11]([F:22])([F:23])[C:12]([F:20])([F:21])[C:13]([F:18])([F:19])[C:14]([F:15])([F:17])[F:16])[CH2:2][CH2:3]1. The yield is 0.930. (5) The reactants are Cl.[NH2:2][C@H:3]1[CH2:6][C@H:5]([N:7]2[C:11]3=[N:12][CH:13]=[CH:14][CH:15]=[C:10]3[N:9]([CH:16]3[CH2:18][CH2:17]3)[C:8]2=[O:19])[CH2:4]1.CCN(C(C)C)C(C)C.Cl[C:30]1[N:39]=[CH:38][C:37]2[C:32](=[CH:33][CH:34]=[CH:35][CH:36]=2)[N:31]=1. The catalyst is CS(C)=O.CCOC(C)=O. The product is [CH:16]1([N:9]2[C:10]3[C:11](=[N:12][CH:13]=[CH:14][CH:15]=3)[N:7]([C@H:5]3[CH2:6][C@H:3]([NH:2][C:30]4[N:39]=[CH:38][C:37]5[C:32](=[CH:33][CH:34]=[CH:35][CH:36]=5)[N:31]=4)[CH2:4]3)[C:8]2=[O:19])[CH2:17][CH2:18]1. The yield is 0.370. (6) The reactants are Br[C:2]1[CH:3]=[C:4]([CH:7]=[CH:8][CH:9]=1)[C:5]#[N:6].[Cl-].[C:11]([O:15][C:16](=[O:19])[CH2:17][Zn+])([CH3:14])([CH3:13])[CH3:12].C1(P(C2CCCCC2)C2C=CC=CC=2C2C(N(C)C)=CC=CC=2)CCCCC1. The catalyst is C1COCC1.C1C=CC(/C=C/C(/C=C/C2C=CC=CC=2)=O)=CC=1.C1C=CC(/C=C/C(/C=C/C2C=CC=CC=2)=O)=CC=1.[Pd]. The product is [C:5]([C:4]1[CH:3]=[C:2]([CH2:17][C:16]([O:15][C:11]([CH3:14])([CH3:13])[CH3:12])=[O:19])[CH:9]=[CH:8][CH:7]=1)#[N:6]. The yield is 0.860.